This data is from Peptide-MHC class I binding affinity with 185,985 pairs from IEDB/IMGT. The task is: Regression. Given a peptide amino acid sequence and an MHC pseudo amino acid sequence, predict their binding affinity value. This is MHC class I binding data. The MHC is HLA-A30:01 with pseudo-sequence HLA-A30:01. The binding affinity (normalized) is 0.0847. The peptide sequence is FIRDCSVAL.